Regression. Given a peptide amino acid sequence and an MHC pseudo amino acid sequence, predict their binding affinity value. This is MHC class II binding data. From a dataset of Peptide-MHC class II binding affinity with 134,281 pairs from IEDB. (1) The peptide sequence is FLLSYGEKDFEDYRF. The MHC is DRB1_0701 with pseudo-sequence DRB1_0701. The binding affinity (normalized) is 0.377. (2) The peptide sequence is IKEKGKDKWIALKES. The MHC is HLA-DPA10103-DPB10201 with pseudo-sequence HLA-DPA10103-DPB10201. The binding affinity (normalized) is 0.0970. (3) The peptide sequence is FSSAGGFFTSVGKGI. The MHC is DRB3_0301 with pseudo-sequence DRB3_0301. The binding affinity (normalized) is 0.434. (4) The MHC is HLA-DPA10201-DPB11401 with pseudo-sequence HLA-DPA10201-DPB11401. The binding affinity (normalized) is 0.390. The peptide sequence is DPKMLELMRLYITIH. (5) The peptide sequence is RTLNKIVYIKPAKNI. The MHC is HLA-DQA10102-DQB10502 with pseudo-sequence HLA-DQA10102-DQB10502. The binding affinity (normalized) is 0.339. (6) The MHC is DRB1_1501 with pseudo-sequence DRB1_1501. The binding affinity (normalized) is 0.0668. The peptide sequence is QAYAATVAAAPQVKY. (7) The peptide sequence is TFAATHNPWASQPG. The MHC is DRB1_0701 with pseudo-sequence DRB1_0701. The binding affinity (normalized) is 0.363.